From a dataset of Peptide-MHC class I binding affinity with 185,985 pairs from IEDB/IMGT. Regression. Given a peptide amino acid sequence and an MHC pseudo amino acid sequence, predict their binding affinity value. This is MHC class I binding data. (1) The peptide sequence is FLARLIWWL. The MHC is HLA-A02:06 with pseudo-sequence HLA-A02:06. The binding affinity (normalized) is 0.603. (2) The peptide sequence is TKTAVNMLTH. The MHC is HLA-A11:01 with pseudo-sequence HLA-A11:01. The binding affinity (normalized) is 0.0184. (3) The peptide sequence is RGYVWTNGY. The MHC is HLA-B57:01 with pseudo-sequence HLA-B57:01. The binding affinity (normalized) is 0.0847. (4) The peptide sequence is FPVRPQVPL. The MHC is HLA-A30:01 with pseudo-sequence HLA-A30:01. The binding affinity (normalized) is 0. (5) The peptide sequence is FTEGKINPLL. The MHC is HLA-A68:02 with pseudo-sequence HLA-A68:02. The binding affinity (normalized) is 0.492. (6) The peptide sequence is MAAAAFPAL. The MHC is HLA-B15:42 with pseudo-sequence HLA-B15:42. The binding affinity (normalized) is 0.213.